From a dataset of Catalyst prediction with 721,799 reactions and 888 catalyst types from USPTO. Predict which catalyst facilitates the given reaction. (1) Reactant: [OH-].[Na+].[OH:3][CH2:4][C:5]([NH:7][NH:8][C:9]([SH:12])=[N:10][CH3:11])=O.Cl. Product: [SH:12][C:9]1[N:10]([CH3:11])[C:5]([CH2:4][OH:3])=[N:7][N:8]=1. The catalyst class is: 14. (2) Reactant: OCC(O)C[O:5][C:6]1[CH:11]=[CH:10][C:9]([CH:12]=[CH:13][C:14]2[CH:19]=[CH:18][C:17]([N:20]([C:28]3[CH:33]=[CH:32][C:31]([CH3:34])=[CH:30][CH:29]=3)[C:21]3[CH:26]=[CH:25][C:24]([CH3:27])=[CH:23][CH:22]=3)=[CH:16][CH:15]=2)=[CH:8][CH:7]=1. Product: [OH:5][C:6]1[CH:11]=[CH:10][C:9]([CH:12]=[CH:13][C:14]2[CH:19]=[CH:18][C:17]([N:20]([C:28]3[CH:29]=[CH:30][C:31]([CH3:34])=[CH:32][CH:33]=3)[C:21]3[CH:26]=[CH:25][C:24]([CH3:27])=[CH:23][CH:22]=3)=[CH:16][CH:15]=2)=[CH:8][CH:7]=1. The catalyst class is: 413.